This data is from Full USPTO retrosynthesis dataset with 1.9M reactions from patents (1976-2016). The task is: Predict the reactants needed to synthesize the given product. (1) Given the product [C:46]([O:45][C:43]([NH:50][C:51]1[CH:56]=[CH:55][CH:54]=[CH:53][C:52]=1[NH:57][C:17]([C:15]1[NH:14][C:11]2[CH2:12][CH2:13][N:8]([C:6]([O:5][C:1]([CH3:2])([CH3:3])[CH3:4])=[O:7])[CH2:9][C:10]=2[CH:16]=1)=[O:19])=[O:44])([CH3:49])([CH3:47])[CH3:48], predict the reactants needed to synthesize it. The reactants are: [C:1]([O:5][C:6]([N:8]1[CH2:13][CH2:12][C:11]2[NH:14][C:15]([C:17]([OH:19])=O)=[CH:16][C:10]=2[CH2:9]1)=[O:7])([CH3:4])([CH3:3])[CH3:2].C(N(CC)CC)C.O=C1N([ClH]P([ClH]N2CCOC2=O)=O)CCO1.[C:43]([NH:50][C:51]1[CH:56]=[CH:55][CH:54]=[CH:53][C:52]=1[NH2:57])([O:45][C:46]([CH3:49])([CH3:48])[CH3:47])=[O:44]. (2) Given the product [CH3:1][O:2][C:3](=[O:16])[CH2:4][CH2:5][CH2:6][C:8]1[CH:9]=[CH:10][C:11]([CH2:14][OH:15])=[CH:12][CH:13]=1, predict the reactants needed to synthesize it. The reactants are: [CH3:1][O:2][C:3](=[O:16])[CH2:4][CH2:5][C:6]([C:8]1[CH:13]=[CH:12][C:11]([CH2:14][OH:15])=[CH:10][CH:9]=1)=O. (3) Given the product [CH3:13][CH2:12][CH2:11][C:9]1[N:10]([CH2:42][C:39]2[CH:38]=[CH:37][C:36]([C:31]3[CH:32]=[CH:33][CH:34]=[CH:35][C:30]=3[C:29]3[NH:28][N:27]=[N:26][N:25]=3)=[CH:41][CH:40]=2)[C:6]([C:4]([OH:3])=[O:5])=[C:7]([C:14]([OH:17])([CH3:15])[CH3:16])[N:8]=1, predict the reactants needed to synthesize it. The reactants are: C([O:3][C:4]([C:6]1[NH:10][C:9]([CH2:11][CH2:12][CH3:13])=[N:8][C:7]=1[C:14]([OH:17])([CH3:16])[CH3:15])=[O:5])C.C1(C(C2C=CC=CC=2)(C2C=CC=CC=2)[N:25]2[C:29]([C:30]3[CH:35]=[CH:34][CH:33]=[CH:32][C:31]=3[C:36]3[CH:41]=[CH:40][C:39]([CH2:42]Br)=[CH:38][CH:37]=3)=[N:28][N:27]=[N:26]2)C=CC=CC=1.C(=O)([O-])[O-].[K+].[K+].[I-].[K+].ClCC1OC(=O)OC=1C. (4) Given the product [C:9]([O:13][C:14]([N:16]1[CH2:21][CH2:20][N:19]([C:2]2[CH:7]=[N:6][CH:5]=[C:4]([Cl:8])[N:3]=2)[CH2:18][CH2:17]1)=[O:15])([CH3:12])([CH3:10])[CH3:11], predict the reactants needed to synthesize it. The reactants are: Cl[C:2]1[CH:7]=[N:6][CH:5]=[C:4]([Cl:8])[N:3]=1.[C:9]([O:13][C:14]([N:16]1[CH2:21][CH2:20][NH:19][CH2:18][CH2:17]1)=[O:15])([CH3:12])([CH3:11])[CH3:10].C(=O)([O-])[O-].[Na+].[Na+]. (5) Given the product [O:36]1[CH:37]=[CH:5][CH:4]=[C:3]1[C:6]1[CH:7]=[CH:8][C:9]2[N:10]([CH:12]=[C:13]([C:15]([O:17][CH2:33][CH3:35])=[O:16])[N:14]=2)[CH:11]=1, predict the reactants needed to synthesize it. The reactants are: N1[CH:5]=[CH:4][C:3]([C:6]2[CH:7]=[CH:8][C:9]3[N:10]([CH:12]=[C:13]([C:15]([OH:17])=[O:16])[N:14]=3)[CH:11]=2)=C1.C([Si]([CH:33]([CH3:35])C)(C(C)C)N1C=CC(B(O)O)=C1)(C)C.[O:36]1C=CC=[C:37]1B(O)O. (6) Given the product [CH3:16][C:14]1[S:13][C:4]2[NH:5][C:6]3[CH:12]=[CH:11][CH:10]=[CH:9][C:7]=3[N:8]=[C:2]([N:1]3[CH2:22][CH2:23][N:18]([CH3:17])[CH2:19][CH2:20]3)[C:3]=2[CH:15]=1, predict the reactants needed to synthesize it. The reactants are: [NH2:1][C:2]1[C:3]2[CH:15]=[C:14]([CH3:16])[S:13][C:4]=2[NH:5][C:6]2[CH:12]=[CH:11][CH:10]=[CH:9][C:7]=2[N:8]=1.[CH3:17][N:18]1[CH2:23][CH2:22]N[CH2:20][CH2:19]1.C(O)CC.